Dataset: Forward reaction prediction with 1.9M reactions from USPTO patents (1976-2016). Task: Predict the product of the given reaction. Given the reactants C(OC([N:11]1[CH2:15][CH2:14][CH2:13][CH:12]1[CH2:16][C:17]1[C:21]2[CH:22]=[CH:23][CH:24]=[CH:25][C:20]=2[O:19][C:18]=1[CH:26]=[CH:27][C:28]([O:30][CH2:31][CH3:32])=[O:29])=O)C1C=CC=CC=1, predict the reaction product. The product is: [CH2:31]([O:30][C:28](=[O:29])[CH2:27][CH2:26][C:18]1[O:19][C:20]2[CH:25]=[CH:24][CH:23]=[CH:22][C:21]=2[C:17]=1[CH2:16][CH:12]1[CH2:13][CH2:14][CH2:15][NH:11]1)[CH3:32].